Dataset: Catalyst prediction with 721,799 reactions and 888 catalyst types from USPTO. Task: Predict which catalyst facilitates the given reaction. (1) Reactant: Br[C:2]1[CH:7]=[CH:6][C:5]([S:8]([NH:11][C:12]2[CH:17]=[CH:16][CH:15]=[C:14]([CH3:18])[N:13]=2)(=[O:10])=[O:9])=[CH:4][CH:3]=1.[Cl:19][C:20]1[CH:25]=[CH:24][C:23](B(O)O)=[CH:22][CH:21]=1.C([O-])([O-])=O.[Na+].[Na+]. Product: [CH3:18][C:14]1[N:13]=[C:12]([NH:11][S:8]([C:5]2[CH:6]=[CH:7][C:2]([C:23]3[CH:24]=[CH:25][C:20]([Cl:19])=[CH:21][CH:22]=3)=[CH:3][CH:4]=2)(=[O:10])=[O:9])[CH:17]=[CH:16][CH:15]=1. The catalyst class is: 128. (2) Reactant: CC(C1C=C(C(C)C)C(C2C=CC=CC=2P(C2CCCCC2)C2CCCCC2)=C(C(C)C)C=1)C.C([Sn](CCCC)(CCCC)[C:40]1[CH:41]=[N:42][CH:43]=[N:44][CH:45]=1)CCC.Br[C:55]1[CH:68]=[CH:67][C:66]2[O:65][C:64]3[C:59](=[CH:60][C:61]([O:69][CH3:70])=[CH:62][CH:63]=3)[C:58](=[O:71])[C:57]=2[CH:56]=1. Product: [CH3:70][O:69][C:61]1[CH:62]=[CH:63][C:64]2[O:65][C:66]3[C:57](=[CH:56][C:55]([C:40]4[CH:45]=[N:44][CH:43]=[N:42][CH:41]=4)=[CH:68][CH:67]=3)[C:58](=[O:71])[C:59]=2[CH:60]=1. The catalyst class is: 102. (3) Reactant: [CH3:1][CH2:2][C:3](=[O:9])[CH2:4][C:5](=[O:8])[CH2:6][CH3:7].[H-].[Na+].[CH2:12]([O:14][C:15](=[O:18])[CH2:16]Br)[CH3:13]. Product: [CH2:12]([O:14][C:15](=[O:18])[CH2:16][CH:4]([C:3](=[O:9])[CH2:2][CH3:1])[C:5](=[O:8])[CH2:6][CH3:7])[CH3:13]. The catalyst class is: 7. (4) Reactant: [F:1][C:2]([F:24])([F:23])[O:3][C:4]1[CH:9]=[CH:8][C:7]([NH:10][C:11]2[NH:12][C:13]([C:16]3[CH:21]=[CH:20][C:19]([OH:22])=[CH:18][CH:17]=3)=[N:14][N:15]=2)=[CH:6][CH:5]=1.C[Si]([N-][Si](C)(C)C)(C)C.[K+].Cl.Cl[C:37]1[CH:42]=[CH:41][N:40]=[CH:39][CH:38]=1.[C:43]([O-])([O-:45])=[O:44].[K+].[K+]. Product: [F:24][C:2]([F:1])([F:23])[C:43]([OH:45])=[O:44].[N:40]1[CH:41]=[CH:42][C:37]([O:22][C:19]2[CH:20]=[CH:21][C:16]([C:13]3[NH:12][C:11]([NH:10][C:7]4[CH:6]=[CH:5][C:4]([O:3][C:2]([F:1])([F:23])[F:24])=[CH:9][CH:8]=4)=[N:15][N:14]=3)=[CH:17][CH:18]=2)=[CH:38][CH:39]=1. The catalyst class is: 121. (5) Reactant: [F:1][C:2]1[CH:7]=[C:6]([C:8]2[S:9][CH:10]=[CH:11][N:12]=2)[N:5]=[C:4]([OH:13])[CH:3]=1.[C:14]([O-])([O-])=O.[K+].[K+].IC. Product: [F:1][C:2]1[CH:3]=[C:4]([O:13][CH3:14])[N:5]=[C:6]([C:8]2[S:9][CH:10]=[CH:11][N:12]=2)[CH:7]=1. The catalyst class is: 18. (6) Reactant: Cl[C:2]([O:4][CH2:5][CH3:6])=[O:3].[NH2:7][C:8]1[CH:16]=[C:15]([Br:17])[CH:14]=[CH:13][C:9]=1[C:10]([OH:12])=[O:11]. Product: [Br:17][C:15]1[CH:14]=[CH:13][C:9]([C:10]([OH:12])=[O:11])=[C:8]([NH:7][C:2]([O:4][CH2:5][CH3:6])=[O:3])[CH:16]=1. The catalyst class is: 182.